Dataset: Forward reaction prediction with 1.9M reactions from USPTO patents (1976-2016). Task: Predict the product of the given reaction. (1) Given the reactants Cl.[CH3:2][O:3][C:4](=[O:23])[C:5]1[C:6](=[CH:11][C:12]([O:15][C:16]2[CH:21]=[CH:20][CH:19]=[CH:18][C:17]=2[NH2:22])=[CH:13][CH:14]=1)[C:7]([O:9][CH3:10])=[O:8].[N+:24]([C:27]1[CH:28]=[C:29]([CH:33]=[C:34]([N+:36]([O-:38])=[O:37])[CH:35]=1)[C:30](Cl)=[O:31])([O-:26])=[O:25], predict the reaction product. The product is: [CH3:2][O:3][C:4](=[O:23])[C:5]1[C:6](=[CH:11][C:12]([O:15][C:16]2[CH:21]=[CH:20][CH:19]=[CH:18][C:17]=2[NH:22][C:30](=[O:31])[C:29]2[CH:28]=[C:27]([N+:24]([O-:26])=[O:25])[CH:35]=[C:34]([N+:36]([O-:38])=[O:37])[CH:33]=2)=[CH:13][CH:14]=1)[C:7]([O:9][CH3:10])=[O:8]. (2) Given the reactants [Br:1][C:2]1[CH:9]=[CH:8][C:5]([C:6]#[N:7])=[CH:4][CH:3]=1.[ClH:10].[CH2:11]([OH:13])[CH3:12], predict the reaction product. The product is: [ClH:10].[Br:1][C:2]1[CH:9]=[CH:8][C:5]([C:6](=[NH:7])[O:13][CH2:11][CH3:12])=[CH:4][CH:3]=1. (3) Given the reactants C[O:2][C:3]1[CH:12]=[C:11]2[C:6]([CH:7]=[CH:8][C:9]([C:13]([OH:15])=[O:14])=[CH:10]2)=[CH:5][CH:4]=1, predict the reaction product. The product is: [OH:2][C:3]1[CH:12]=[C:11]2[C:6]([CH:7]=[CH:8][C:9]([C:13]([OH:15])=[O:14])=[CH:10]2)=[CH:5][CH:4]=1. (4) Given the reactants C([O:8][C:9](=[O:30])[CH2:10][C@H:11]([NH:22][C:23]([O:25][C:26]([CH3:29])([CH3:28])[CH3:27])=[O:24])[CH2:12][N:13]1[C:18](=[O:19])[CH2:17][CH2:16][CH:15]([CH3:20])[C:14]1=[O:21])C1C=CC=CC=1.[H][H], predict the reaction product. The product is: [C:26]([O:25][C:23]([NH:22][C@H:11]([CH2:12][N:13]1[C:18](=[O:19])[CH2:17][CH2:16][CH:15]([CH3:20])[C:14]1=[O:21])[CH2:10][C:9]([OH:30])=[O:8])=[O:24])([CH3:29])([CH3:27])[CH3:28]. (5) Given the reactants [Cl:1][C:2]1[CH:11]=[CH:10][C:5]([C:6]([NH:8][NH2:9])=[O:7])=[CH:4][CH:3]=1.[CH:12]1[CH:17]=[CH:16][C:15]([C:18](/[CH:20]=[N:21]/[OH:22])=O)=[CH:14][CH:13]=1, predict the reaction product. The product is: [Cl:1][C:2]1[CH:11]=[CH:10][C:5]([C:6]([NH:8][N:9]=[C:18]([C:15]2[CH:16]=[CH:17][CH:12]=[CH:13][CH:14]=2)[CH:20]=[N:21][OH:22])=[O:7])=[CH:4][CH:3]=1. (6) Given the reactants [NH2:1][C:2]1[C:9]([OH:10])=[CH:8][C:7]([S:11]([CH:14]([CH3:16])[CH3:15])(=[O:13])=[O:12])=[CH:6][C:3]=1[C:4]#[N:5].CC1C=CC(S(O[CH2:28][CH2:29][CH2:30][S:31]([CH3:34])(=[O:33])=[O:32])(=O)=O)=CC=1.C(=O)([O-])[O-].[K+].[K+].CN(C)C=O, predict the reaction product. The product is: [NH2:1][C:2]1[C:9]([O:10][CH2:28][CH2:29][CH2:30][S:31]([CH3:34])(=[O:33])=[O:32])=[CH:8][C:7]([S:11]([CH:14]([CH3:16])[CH3:15])(=[O:13])=[O:12])=[CH:6][C:3]=1[C:4]#[N:5].